This data is from Peptide-MHC class II binding affinity with 134,281 pairs from IEDB. The task is: Regression. Given a peptide amino acid sequence and an MHC pseudo amino acid sequence, predict their binding affinity value. This is MHC class II binding data. (1) The peptide sequence is ALFKAIEAYLLAHPD. The MHC is DRB1_0101 with pseudo-sequence DRB1_0101. The binding affinity (normalized) is 0.803. (2) The MHC is DRB1_0101 with pseudo-sequence DRB1_0101. The binding affinity (normalized) is 0.0641. The peptide sequence is NPKEAITPEEECVFY.